Task: Predict the product of the given reaction.. Dataset: Forward reaction prediction with 1.9M reactions from USPTO patents (1976-2016) Given the reactants [S:1]1[C:5]2[CH:6]=[CH:7][CH:8]=[CH:9][C:4]=2[C:3]([CH2:10][N:11]2[C:19]([C:20]3[N:21]([CH3:33])[CH:22]=[C:23]([NH:25]C(=O)OC(C)(C)C)[N:24]=3)=[C:18]3[C:13]([N:14]([CH2:37][CH:38]([CH3:40])[CH3:39])[C:15](=[O:36])[N:16]([CH3:35])[C:17]3=[O:34])=[N:12]2)=[CH:2]1.Cl, predict the reaction product. The product is: [NH2:25][C:23]1[N:24]=[C:20]([C:19]2[N:11]([CH2:10][C:3]3[C:4]4[CH:9]=[CH:8][CH:7]=[CH:6][C:5]=4[S:1][CH:2]=3)[N:12]=[C:13]3[C:18]=2[C:17](=[O:34])[N:16]([CH3:35])[C:15](=[O:36])[N:14]3[CH2:37][CH:38]([CH3:40])[CH3:39])[N:21]([CH3:33])[CH:22]=1.